This data is from Catalyst prediction with 721,799 reactions and 888 catalyst types from USPTO. The task is: Predict which catalyst facilitates the given reaction. (1) Reactant: Cl[C:2]1[C:11]2[C:6](=[CH:7][C:8]([F:12])=[CH:9][CH:10]=2)[N:5]=[CH:4][N:3]=1.[CH:13]1([NH2:16])[CH2:15][CH2:14]1. Product: [CH:13]1([NH:16][C:2]2[C:11]3[C:6](=[CH:7][C:8]([F:12])=[CH:9][CH:10]=3)[N:5]=[CH:4][N:3]=2)[CH2:15][CH2:14]1. The catalyst class is: 4. (2) Reactant: C(OC([N:8]1[CH2:13][CH:12]=[C:11]([C:14]2[CH:15]=[N:16][CH:17]=[CH:18][CH:19]=2)[CH2:10][CH2:9]1)=O)(C)(C)C. Product: [N:16]1[CH:17]=[CH:18][CH:19]=[C:14]([C:11]2[CH2:12][CH2:13][NH:8][CH2:9][CH:10]=2)[CH:15]=1. The catalyst class is: 617. (3) Reactant: Cl.CO.[CH3:4][C:5]1[C:10]([CH3:11])=[C:9]([S:12]([NH:15][C:16]([NH2:33])=[N:17][CH2:18][CH2:19][CH2:20][C@H:21]([NH:25]C(OC(C)(C)C)=O)[C:22]([OH:24])=O)(=[O:14])=[O:13])[C:8]([CH3:34])=[C:7]2[CH2:35][C:36]([CH3:39])([CH3:38])[O:37][C:6]=12.[C:40](=O)([O-])[O-:41].[Na+].[Na+]. Product: [NH2:25][C@H:21]([C:22]([O:41][CH3:40])=[O:24])[CH2:20][CH2:19][CH2:18][NH:17][C:16](=[NH:33])[NH:15][S:12]([C:9]1[C:8]([CH3:34])=[C:7]2[C:6]([O:37][C:36]([CH2:35]2)([CH3:39])[CH3:38])=[C:5]([CH3:4])[C:10]=1[CH3:11])(=[O:14])=[O:13]. The catalyst class is: 13. (4) Product: [CH3:21][C:17]1[N:18]=[C:19]([CH3:20])[N:15]([C:13]2[N:12]=[C:11]([C:22]([F:25])([F:24])[F:23])[N:10]=[C:9]([C@@H:7]3[CH2:8][C@H:6]3[CH2:4][OH:3])[CH:14]=2)[N:16]=1. Reactant: C([O:3][C:4]([C@@H:6]1[CH2:8][C@H:7]1[C:9]1[CH:14]=[C:13]([N:15]2[C:19]([CH3:20])=[N:18][C:17]([CH3:21])=[N:16]2)[N:12]=[C:11]([C:22]([F:25])([F:24])[F:23])[N:10]=1)=O)C.CC(C[AlH]CC(C)C)C. The catalyst class is: 1. (5) Reactant: [CH:1]12[O:8][CH:5]([CH2:6][CH2:7]1)[CH2:4][NH:3][CH2:2]2.C([O-])([O-])=O.[K+].[K+].[Cl:15][C:16]1[CH:23]=[CH:22][C:19]([CH:20]=[O:21])=[C:18](F)[CH:17]=1. Product: [CH:5]12[O:8][CH:1]([CH2:7][CH2:6]1)[CH2:2][N:3]([C:22]1[CH:23]=[C:16]([Cl:15])[CH:17]=[CH:18][C:19]=1[CH:20]=[O:21])[CH2:4]2. The catalyst class is: 549. (6) Product: [ClH:28].[CH2:1]([O:3][C:4]([C:6]1[S:10][C:9]2[CH:11]=[C:12]([CH2:15][NH2:19])[CH:13]=[CH:14][C:8]=2[CH:7]=1)=[O:5])[CH3:2]. Reactant: [CH2:1]([O:3][C:4]([C:6]1[S:10][C:9]2[CH:11]=[C:12]([CH2:15]O)[CH:13]=[CH:14][C:8]=2[CH:7]=1)=[O:5])[CH3:2].C([N:19](CC)CC)C.CS([Cl:28])(=O)=O.[N-]=[N+]=[N-].[Na+].C1(P(C2C=CC=CC=2)C2C=CC=CC=2)C=CC=CC=1. The catalyst class is: 387. (7) Reactant: [Cl:1][C:2]1[CH:8]=[C:7]([O:9][C:10]2[C:11]3[N:18]([CH3:19])[CH:17]=[CH:16][C:12]=3[N:13]=[CH:14][N:15]=2)[CH:6]=[CH:5][C:3]=1[NH2:4].N1C=CC=CC=1.Cl[C:27](OC1C=CC=CC=1)=[O:28].[NH2:36][C:37]1[CH:38]=[C:39]([CH:44]=[C:45]([C:47]([F:50])([F:49])[F:48])[CH:46]=1)[C:40]([O:42][CH3:43])=[O:41]. Product: [Cl:1][C:2]1[CH:8]=[C:7]([O:9][C:10]2[C:11]3[N:18]([CH3:19])[CH:17]=[CH:16][C:12]=3[N:13]=[CH:14][N:15]=2)[CH:6]=[CH:5][C:3]=1[NH:4][C:27]([NH:36][C:37]1[CH:38]=[C:39]([CH:44]=[C:45]([C:47]([F:48])([F:49])[F:50])[CH:46]=1)[C:40]([O:42][CH3:43])=[O:41])=[O:28]. The catalyst class is: 60.